This data is from Forward reaction prediction with 1.9M reactions from USPTO patents (1976-2016). The task is: Predict the product of the given reaction. (1) The product is: [CH3:23][O:24][C:25](=[O:37])[CH2:26][C:27]1[C:28]([CH3:36])=[C:29]([S:12][C:13]2[CH:14]=[CH:15][CH:16]=[C:17]3[C:22]=2[N:21]=[CH:20][CH:19]=[CH:18]3)[N:30]2[C:35]=1[CH:34]=[CH:33][CH:32]=[CH:31]2. Given the reactants [N:21]1[C:22]2[C:17](=[CH:16][CH:15]=[CH:14][C:13]=2[S:12][S:12][C:13]2[CH:14]=[CH:15][CH:16]=[C:17]3[C:22]=2[N:21]=[CH:20][CH:19]=[CH:18]3)[CH:18]=[CH:19][CH:20]=1.[CH3:23][O:24][C:25](=[O:37])[CH2:26][C:27]1[C:28]([CH3:36])=[CH:29][N:30]2[C:35]=1[CH:34]=[CH:33][CH:32]=[CH:31]2.II, predict the reaction product. (2) The product is: [CH3:30][C:31]1([CH3:33])[O:3][C@@H:2]2[C@@H:4]([C@@H:6]([CH2:7][OH:8])[O:9][C@H:1]2[N:10]2[C:11](=[O:12])[NH:13][C:14](=[O:15])[CH:16]=[CH:17]2)[O:5]1. Given the reactants [C@@H:1]1([N:10]2[CH:17]=[CH:16][C:14](=[O:15])[NH:13][C:11]2=[O:12])[O:9][C@H:6]([CH2:7][OH:8])[C@@H:4]([OH:5])[C@H:2]1[OH:3].OS(O)(=O)=O.CCN(CC)CC.[CH3:30][C:31]([CH3:33])=O, predict the reaction product.